Dataset: Reaction yield outcomes from USPTO patents with 853,638 reactions. Task: Predict the reaction yield, written as a fraction of the theoretical maximum amount of product (1.0 means a 100% yield; for example, 0.34 means a 34% yield). (1) The reactants are [CH3:1][C:2]([N:9]1[CH2:13][CH2:12][CH2:11][CH2:10]1)([CH3:8])[C:3](OCC)=[O:4].[H-].[H-].[H-].[H-].[Li+].[Al+3].CO. The catalyst is C1COCC1.O. The product is [CH3:1][C:2]([N:9]1[CH2:13][CH2:12][CH2:11][CH2:10]1)([CH3:8])[CH2:3][OH:4]. The yield is 0.620. (2) The reactants are [Cl-].[OH:2][NH3+:3].[C:4](=[O:7])([O-])O.[Na+].[CH3:9]S(C)=O.C([O:16][CH2:17][C:18]([O:21][C:22]1[CH:27]=[CH:26][C:25]([N:28]2[C:33](=[O:34])[C:32]([CH2:35][C:36]3[CH:41]=[CH:40][C:39]([C:42]4[CH:47]=[CH:46][CH:45]=[CH:44][C:43]=4[C:48]#[N:49])=[CH:38][CH:37]=3)=[C:31]([CH2:50][CH2:51][CH3:52])[N:30]3[N:53]=[CH:54]N=[C:29]23)=[CH:24][CH:23]=1)([CH3:20])[CH3:19])(=O)C. The catalyst is C(OCC)(=O)C. The product is [OH:16][CH2:17][C:18]([CH3:19])([CH3:20])[O:21][C:22]1[CH:23]=[CH:24][C:25]([N:28]2[C:33](=[O:34])[C:32]([CH2:35][C:36]3[CH:41]=[CH:40][C:39]([C:42]4[CH:47]=[CH:46][CH:45]=[CH:44][C:43]=4[C:48]4[NH:49][C:4](=[O:7])[O:2][N:3]=4)=[CH:38][CH:37]=3)=[C:31]([CH2:50][CH2:51][CH3:52])[N:30]3[N:53]=[CH:54][CH:9]=[C:29]23)=[CH:26][CH:27]=1. The yield is 0.280. (3) The reactants are [H-].[Na+].[CH:3]1([CH2:6][OH:7])[CH2:5][CH2:4]1.C[O:9][C:10]([C:12]1[C:17](C)=[CH:16][C:15]([Br:19])=[C:14](Cl)[N:13]=1)=[O:11]. No catalyst specified. The product is [Br:19][C:15]1[CH:16]=[CH:17][C:12]([C:10]([OH:11])=[O:9])=[N:13][C:14]=1[O:7][CH2:6][CH:3]1[CH2:5][CH2:4]1. The yield is 0.767. (4) The reactants are [Cl:1][C:2]1[CH:8]=[CH:7][C:6]([N+:9]([O-:11])=[O:10])=[CH:5][C:3]=1[NH2:4].C(NC(=O)CCCCCCCCCCCCCCCCC)C[NH:14]C(=O)CCCCCCCCCCCCCCCCC.Cl.N([O-])=O.[Na+].[OH-].[Na+].[CH3:61][C:62]([C:69]1[CH:74]=[CH:73][C:72]([OH:75])=[C:71]([C:76]([C:79]2[CH:84]=[CH:83][CH:82]=[CH:81][CH:80]=2)([CH3:78])[CH3:77])[CH:70]=1)([CH3:68])[CH2:63][C:64]([CH3:67])([CH3:66])[CH3:65].[OH-].[Ca+2].[OH-]. The catalyst is O.CO.C1(C)C(C)=CC=CC=1.C1(C)C=CC=CC=1. The product is [Cl:1][C:2]1[CH:8]=[CH:7][C:6]([N+:9]([O-:11])=[O:10])=[CH:5][C:3]=1[N:4]=[N:14][C:73]1[CH:74]=[C:69]([C:62]([CH3:61])([CH3:68])[CH2:63][C:64]([CH3:65])([CH3:66])[CH3:67])[CH:70]=[C:71]([C:76]([CH3:77])([C:79]2[CH:80]=[CH:81][CH:82]=[CH:83][CH:84]=2)[CH3:78])[C:72]=1[OH:75]. The yield is 0.590. (5) The reactants are C([O:3][C:4](=O)[CH2:5][C:6]([C:9]1[N:10]([CH2:21][CH2:22][OH:23])[C:11]2[C:16]([CH:17]=1)=[CH:15][C:14]([N+:18]([O-:20])=[O:19])=[CH:13][CH:12]=2)([CH3:8])[CH3:7])C.CC(C[AlH]CC(C)C)C.O. The catalyst is C1COCC1. The product is [OH:23][CH2:22][CH2:21][N:10]1[C:11]2[C:16](=[CH:15][C:14]([N+:18]([O-:20])=[O:19])=[CH:13][CH:12]=2)[CH:17]=[C:9]1[C:6]([CH3:8])([CH3:7])[CH2:5][CH2:4][OH:3]. The yield is 0.490. (6) The reactants are Br[C:2]1[N:7]=[C:6]([C:8]([O:10][CH2:11][CH3:12])=[O:9])[C:5]([NH:13][CH:14]([CH3:18])[CH2:15][O:16][CH3:17])=[CH:4][CH:3]=1.[Br:19][C:20]1[CH:21]=[CH:22][C:23]([F:29])=[C:24](B(O)O)[CH:25]=1. No catalyst specified. The product is [Br:19][C:20]1[CH:25]=[CH:24][C:23]([F:29])=[C:22]([C:2]2[N:7]=[C:6]([C:8]([O:10][CH2:11][CH3:12])=[O:9])[C:5]([NH:13][CH:14]([CH3:18])[CH2:15][O:16][CH3:17])=[CH:4][CH:3]=2)[CH:21]=1. The yield is 0.910.